This data is from Reaction yield outcomes from USPTO patents with 853,638 reactions. The task is: Predict the reaction yield, written as a fraction of the theoretical maximum amount of product (1.0 means a 100% yield; for example, 0.34 means a 34% yield). (1) The reactants are [CH3:1][C:2]1[C:3]([C:12]2[N:17]=[CH:16][CH:15]=[CH:14][N:13]=2)=[C:4]([CH:9]=[CH:10][CH:11]=1)[C:5]([O:7]C)=[O:6].[OH-].[Na+]. The catalyst is CO. The product is [CH3:1][C:2]1[C:3]([C:12]2[N:13]=[CH:14][CH:15]=[CH:16][N:17]=2)=[C:4]([CH:9]=[CH:10][CH:11]=1)[C:5]([OH:7])=[O:6]. The yield is 0.960. (2) The reactants are Cl[C:2]1[CH:7]=[C:6]([NH:8][C:9]2[CH:19]=[CH:18][CH:17]=[CH:16][C:10]=2[C:11]([NH:13][O:14][CH3:15])=[O:12])[C:5]([Cl:20])=[CH:4][N:3]=1.[CH3:21][N:22]1[CH:26]=[C:25]([NH2:27])[C:24]([CH3:28])=[N:23]1.C(=O)([O-])[O-].[Cs+].[Cs+].C1C=CC(P(C2C(C3C(P(C4C=CC=CC=4)C4C=CC=CC=4)=CC=C4C=3C=CC=C4)=C3C(C=CC=C3)=CC=2)C2C=CC=CC=2)=CC=1. The catalyst is C([O-])(=O)C.[Pd+2].C([O-])(=O)C.O1CCOCC1.C1COCC1. The product is [Cl:20][C:5]1[C:6]([NH:8][C:9]2[CH:19]=[CH:18][CH:17]=[CH:16][C:10]=2[C:11]([NH:13][O:14][CH3:15])=[O:12])=[CH:7][C:2]([NH:27][C:25]2[C:24]([CH3:28])=[N:23][N:22]([CH3:21])[CH:26]=2)=[N:3][CH:4]=1. The yield is 0.180. (3) The reactants are [CH3:1][O:2][C:3](=[O:11])[C:4]1[CH:9]=[CH:8][C:7]([OH:10])=[CH:6][CH:5]=1.[Na+].[I-].C([O-])([O-])=O.[K+].[K+].Br[CH2:21][CH:22]1[CH2:24][CH2:23]1. The catalyst is CC(C)=O. The product is [CH3:1][O:2][C:3](=[O:11])[C:4]1[CH:9]=[CH:8][C:7]([O:10][CH2:21][CH:22]2[CH2:24][CH2:23]2)=[CH:6][CH:5]=1. The yield is 0.790. (4) The reactants are Cl.[CH2:2]([O:6][NH2:7])[CH:3]([CH3:5])[CH3:4].[NH2:8][C:9]1[CH:14]=[C:13]([C:15]2[CH:20]=[CH:19][C:18]([Cl:21])=[C:17]([O:22][CH3:23])[C:16]=2[F:24])[N:12]=[C:11]([C:25](O)=[O:26])[C:10]=1[Cl:28].Cl.C(N=C=NCCCN(C)C)C.C(O)(=O)C. The catalyst is CN(C)C1C=CN=CC=1.ClCCCl. The product is [NH2:8][C:9]1[CH:14]=[C:13]([C:15]2[CH:20]=[CH:19][C:18]([Cl:21])=[C:17]([O:22][CH3:23])[C:16]=2[F:24])[N:12]=[C:11]([C:25]([NH:7][O:6][CH2:2][CH:3]([CH3:5])[CH3:4])=[O:26])[C:10]=1[Cl:28]. The yield is 0.610. (5) The reactants are [H-].[Na+].[CH3:3][S:4]([NH2:7])(=[O:6])=[O:5].[CH:8]1([CH2:11][O:12][C:13]2[C:14]([C:23]3[C:32]4[C:27](=[CH:28][CH:29]=[CH:30][CH:31]=4)[C:26](=[O:33])[N:25]([CH3:34])[CH:24]=3)=[N:15][C:16](S(C)(=O)=O)=[N:17][CH:18]=2)[CH2:10][CH2:9]1.C(O)(=O)C. The catalyst is CN(C=O)C. The product is [CH:8]1([CH2:11][O:12][C:13]2[C:14]([C:23]3[C:32]4[C:27](=[CH:28][CH:29]=[CH:30][CH:31]=4)[C:26](=[O:33])[N:25]([CH3:34])[CH:24]=3)=[N:15][C:16]([NH:7][S:4]([CH3:3])(=[O:6])=[O:5])=[N:17][CH:18]=2)[CH2:9][CH2:10]1. The yield is 0.967. (6) The reactants are [NH:1]1[C:5]2[CH:6]=[CH:7][CH:8]=[CH:9][C:4]=2[N:3]=[C:2]1[CH2:10][OH:11].[CH2:12](Br)[CH:13]=[CH2:14].C(N(CC)C(C)C)(C)C. The product is [CH2:14]([N:1]1[C:5]2[CH:6]=[CH:7][CH:8]=[CH:9][C:4]=2[N:3]=[C:2]1[CH2:10][OH:11])[CH:13]=[CH2:12]. The catalyst is CN(C=O)C. The yield is 0.280. (7) The reactants are [Br:1][C:2]1[CH:11]=[CH:10][C:5]([C:6]([NH:8][CH3:9])=O)=[C:4]([F:12])[CH:3]=1.COC1C=CC(P2(SP(C3C=CC(OC)=CC=3)(=S)S2)=[S:22])=CC=1. The catalyst is C1(C)C=CC=CC=1. The product is [Br:1][C:2]1[CH:11]=[CH:10][C:5]([C:6](=[S:22])[NH:8][CH3:9])=[C:4]([F:12])[CH:3]=1. The yield is 0.970. (8) The product is [Cl:1][C:2]1[CH:7]=[C:6]2[NH:8][C:9](=[O:29])[C:10]3([CH:15]([C:16]4[CH:21]=[CH:20][CH:19]=[C:18]([Cl:22])[CH:17]=4)[CH2:14][C:13](=[O:23])[NH:12][CH:11]3[CH:24]([CH2:27][CH3:28])[CH2:25][CH3:26])[C:5]2=[CH:4][CH:3]=1. The yield is 0.377. The catalyst is C(OCC)(=O)C.[Pt]=O. The reactants are [Cl:1][C:2]1[CH:7]=[C:6]2[NH:8][C:9](=[O:29])[C:10]3([CH:15]([C:16]4[CH:21]=[CH:20][CH:19]=[C:18]([Cl:22])[CH:17]=4)[CH2:14][C:13](=[O:23])[NH:12][CH:11]3[C:24]([CH2:27][CH3:28])=[CH:25][CH3:26])[C:5]2=[CH:4][CH:3]=1.